Dataset: Full USPTO retrosynthesis dataset with 1.9M reactions from patents (1976-2016). Task: Predict the reactants needed to synthesize the given product. (1) Given the product [CH:25]1([CH2:24][CH2:23][N:20]2[C:19](=[O:21])[C:18]3[CH2:17][CH2:16][CH2:15][CH2:14][C:13]=3[N:12]=[C:11]2[C:6]2[CH:7]=[CH:8][CH:9]=[CH:10][C:5]=2[O:4][CH3:3])[CH2:30][CH2:29][CH2:28][CH2:27][CH2:26]1, predict the reactants needed to synthesize it. The reactants are: [H-].[Na+].[CH3:3][O:4][C:5]1[CH:10]=[CH:9][CH:8]=[CH:7][C:6]=1[C:11]1[NH:12][C:13]2[CH2:14][CH2:15][CH2:16][CH2:17][C:18]=2[C:19](=[O:21])[N:20]=1.Br[CH2:23][CH2:24][CH:25]1[CH2:30][CH2:29][CH2:28][CH2:27][CH2:26]1. (2) Given the product [Cl:1][C:2]1[C:6]([Cl:7])=[C:5]([CH3:8])[NH:4][C:3]=1[C:9]([NH:11][CH:12]1[C:17]2([O:21][CH2:20][CH2:19][O:18]2)[CH2:16][N:15]([C:22]2[S:23][C:24]([C:31]([O-:33])=[O:32])=[C:25]([C:27]([NH:29][CH3:30])=[O:28])[N:26]=2)[CH2:14][CH2:13]1)=[O:10].[Na+:37], predict the reactants needed to synthesize it. The reactants are: [Cl:1][C:2]1[C:6]([Cl:7])=[C:5]([CH3:8])[NH:4][C:3]=1[C:9]([NH:11][CH:12]1[C:17]2([O:21][CH2:20][CH2:19][O:18]2)[CH2:16][N:15]([C:22]2[S:23][C:24]([C:31]([OH:33])=[O:32])=[C:25]([C:27]([NH:29][CH3:30])=[O:28])[N:26]=2)[CH2:14][CH2:13]1)=[O:10].CO.[OH-].[Na+:37]. (3) Given the product [N:2]([C:3]1[CH:4]=[C:5]2[C:10](=[CH:11][CH:12]=1)[N:9]=[C:8]([OH:13])[C:7]([OH:14])=[N:6]2)=[N+:19]=[N-:20], predict the reactants needed to synthesize it. The reactants are: Cl.[NH2:2][C:3]1[CH:4]=[C:5]2[C:10](=[CH:11][CH:12]=1)[N:9]=[C:8]([OH:13])[C:7]([OH:14])=[N:6]2.N([O-])=O.[Na+].[N-:19]=[N+:20]=[N-].[Na+]. (4) Given the product [O:1]=[C:2]([NH:9][C:10]1[CH:11]=[N:12][C:13]([C:16]2[N:17]=[N:18][C:19]([C:22]3[CH:27]=[CH:26][CH:25]=[CH:24][N:23]=3)=[N:20][N:21]=2)=[CH:14][CH:15]=1)[CH2:3][CH2:4][CH2:5][C:6]([OH:8])=[O:7], predict the reactants needed to synthesize it. The reactants are: [O:1]=[C:2]([NH:9][C:10]1[CH:11]=[N:12][C:13]([C:16]2[NH:21][N:20]=[C:19]([C:22]3[CH:27]=[CH:26][CH:25]=[CH:24][N:23]=3)[NH:18][N:17]=2)=[CH:14][CH:15]=1)[CH2:3][CH2:4][CH2:5][C:6]([OH:8])=[O:7].N([O-])=O.[Na+]. (5) Given the product [Br:28][C:25]1[S:24][C:23]([C:9]2[CH:10]=[CH:11][C:4]([CH2:3][CH:2]([CH3:1])[CH3:21])=[C:5]([CH:8]=2)[C:6]#[N:7])=[N:27][CH:26]=1, predict the reactants needed to synthesize it. The reactants are: [CH3:1][CH:2]([CH3:21])[CH2:3][C:4]1[CH:11]=[CH:10][C:9](B2OC(C)(C)C(C)(C)O2)=[CH:8][C:5]=1[C:6]#[N:7].Br[C:23]1[S:24][C:25]([Br:28])=[CH:26][N:27]=1.C([O-])([O-])=O.[Cs+].[Cs+].O. (6) The reactants are: [C:1]([O:5][C:6]([N:8]1[C:12](=[O:13])[C:11]2([CH2:18][CH2:17][N:16]([S:19]([CH2:22][CH2:23][C:24]3[CH:29]=[CH:28][C:27]([C:30]([O:32][C:33]([CH3:36])([CH3:35])[CH3:34])=[O:31])=[CH:26][C:25]=3[CH3:37])(=[O:21])=[O:20])[CH2:15][CH2:14]2)[N:10]=[C:9]1[C:38]1[CH:43]=[C:42]([C:44]([F:47])([F:46])[F:45])[CH:41]=[C:40]([O:48]CC2C=CC=CC=2)[CH:39]=1)=[O:7])([CH3:4])([CH3:3])[CH3:2].[H][H]. Given the product [C:1]([O:5][C:6]([N:8]1[C:12](=[O:13])[C:11]2([CH2:18][CH2:17][N:16]([S:19]([CH2:22][CH2:23][C:24]3[CH:29]=[CH:28][C:27]([C:30]([O:32][C:33]([CH3:35])([CH3:34])[CH3:36])=[O:31])=[CH:26][C:25]=3[CH3:37])(=[O:21])=[O:20])[CH2:15][CH2:14]2)[N:10]=[C:9]1[C:38]1[CH:43]=[C:42]([C:44]([F:46])([F:47])[F:45])[CH:41]=[C:40]([OH:48])[CH:39]=1)=[O:7])([CH3:2])([CH3:3])[CH3:4], predict the reactants needed to synthesize it. (7) Given the product [Cl:6][C:7]1[CH:8]=[C:9]2[C:14](=[CH:15][CH:16]=1)[CH:13]=[C:12]([S:17]([CH2:20][CH2:21][C:22]([N:24]1[CH2:29][CH2:28][CH:27]([N:30]([CH2:31][C:32]3[N:33]=[CH:34][NH:35][CH:36]=3)[S:2]([CH3:1])(=[O:4])=[O:3])[CH2:26][CH2:25]1)=[O:23])(=[O:19])=[O:18])[CH:11]=[CH:10]2, predict the reactants needed to synthesize it. The reactants are: [CH3:1][S:2](Cl)(=[O:4])=[O:3].[Cl:6][C:7]1[CH:8]=[C:9]2[C:14](=[CH:15][CH:16]=1)[CH:13]=[C:12]([S:17]([CH2:20][CH2:21][C:22]([N:24]1[CH2:29][CH2:28][CH:27]([NH:30][CH2:31][C:32]3[N:33]=[CH:34][N:35](C(C4C=CC=CC=4)(C4C=CC=CC=4)C4C=CC=CC=4)[CH:36]=3)[CH2:26][CH2:25]1)=[O:23])(=[O:19])=[O:18])[CH:11]=[CH:10]2.C(N(CC)CC)C.